This data is from Full USPTO retrosynthesis dataset with 1.9M reactions from patents (1976-2016). The task is: Predict the reactants needed to synthesize the given product. Given the product [CH2:1]([O:3][C:4](=[O:22])[CH2:5][C:6]1[CH:11]=[CH:10][CH:9]=[C:8]([O:12][C:13]2[CH:18]=[CH:17][C:16]([Br:19])=[CH:15][C:14]=2[CH2:20][N:25]2[CH2:26][CH2:27][O:23][C:24]2=[O:35])[CH:7]=1)[CH3:2], predict the reactants needed to synthesize it. The reactants are: [CH2:1]([O:3][C:4](=[O:22])[CH2:5][C:6]1[CH:11]=[CH:10][CH:9]=[C:8]([O:12][C:13]2[CH:18]=[CH:17][C:16]([Br:19])=[CH:15][C:14]=2[CH2:20]Br)[CH:7]=1)[CH3:2].[O:23]1[CH2:27][C:26](=O)[N:25]=[C-:24]1.[H-].[Na+].CN(C=[O:35])C.